This data is from Full USPTO retrosynthesis dataset with 1.9M reactions from patents (1976-2016). The task is: Predict the reactants needed to synthesize the given product. (1) Given the product [Cl:1][C:2]1[CH:3]=[CH:4][C:5]([C:8]2[C:17](=[O:18])[C:16]3[C:11](=[CH:12][C:13]([OH:19])=[CH:14][CH:15]=3)[O:10][C:9]=2[CH:25]([CH3:27])[CH3:26])=[CH:6][CH:7]=1, predict the reactants needed to synthesize it. The reactants are: [Cl:1][C:2]1[CH:7]=[CH:6][C:5]([C:8]2[C:17](=[O:18])[C:16]3[C:11](=[CH:12][C:13]([O:19]C(=O)C(C)C)=[CH:14][CH:15]=3)[O:10][C:9]=2[CH:25]([CH3:27])[CH3:26])=[CH:4][CH:3]=1.[OH-].[K+]. (2) Given the product [F:31][C:26]1[CH:25]=[C:24]([C:17]2[C:18]3[CH2:23][O:22][CH2:21][CH2:20][C:19]=3[N:15]([C:13]([NH:12][C@@H:7]([C:8]([CH3:11])([CH3:10])[CH3:9])[C:6]([NH:5][CH2:4][C:3]3[CH:1]=[N:2][C:35]([CH3:40])=[CH:34][N:33]=3)=[O:32])=[O:14])[N:16]=2)[CH:29]=[CH:28][C:27]=1[F:30], predict the reactants needed to synthesize it. The reactants are: [C:1]([CH2:3][CH2:4][NH:5][C:6](=[O:32])[C@@H:7]([NH:12][C:13]([N:15]1[C:19]2[CH2:20][CH2:21][O:22][CH2:23][C:18]=2[C:17]([C:24]2[CH:29]=[CH:28][C:27]([F:30])=[C:26]([F:31])[CH:25]=2)=[N:16]1)=[O:14])[C:8]([CH3:11])([CH3:10])[CH3:9])#[N:2].[NH2:33][CH2:34][C:35]1[CH:40]=NC(C)=CN=1.